From a dataset of Forward reaction prediction with 1.9M reactions from USPTO patents (1976-2016). Predict the product of the given reaction. (1) Given the reactants [NH2:1][C:2]1[O:6][N:5]=[C:4]([C:7]2[CH:12]=[CH:11][CH:10]=[CH:9][C:8]=2[Cl:13])[C:3]=1[C:14]([OH:16])=O.Cl.C(N=C=N[CH2:23][CH2:24][CH2:25][N:26]([CH3:28])C)C.N1CCN([C:35]([O:37][CH2:38][CH3:39])=[O:36])CC1.Cl[CH2:41]Cl, predict the reaction product. The product is: [CH2:38]([O:37][C:35]([CH:23]1[CH2:24][CH2:25][N:26]([C:14]([C:3]2[C:4]([C:7]3[CH:12]=[CH:11][CH:10]=[CH:9][C:8]=3[Cl:13])=[N:5][O:6][C:2]=2[NH2:1])=[O:16])[CH2:28][CH2:41]1)=[O:36])[CH3:39]. (2) Given the reactants N#N.[N+:3]([C:6]1[CH:7]=[N:8][N:9]([CH2:11][CH2:12][CH2:13][CH2:14][CH:15](O)[CH3:16])[CH:10]=1)([O-:5])=[O:4].[F:18]C(F)(S(F)(=O)=O)C(F)(F)C(F)(F)C(F)(F)F.F.F.F.C(N(CC)CC)C, predict the reaction product. The product is: [F:18][CH:15]([CH3:16])[CH2:14][CH2:13][CH2:12][CH2:11][N:9]1[CH:10]=[C:6]([N+:3]([O-:5])=[O:4])[CH:7]=[N:8]1.